This data is from Reaction yield outcomes from USPTO patents with 853,638 reactions. The task is: Predict the reaction yield, written as a fraction of the theoretical maximum amount of product (1.0 means a 100% yield; for example, 0.34 means a 34% yield). The reactants are Cl[C:2]1[N:7]=[C:6]([N:8]2[CH:12]=[CH:11][C:10]([C:13]([F:16])([F:15])[F:14])=[N:9]2)[N:5]=[C:4]([O:17][CH3:18])[CH:3]=1.[C:19]1(B(O)O)[CH:24]=[CH:23][CH:22]=[CH:21][CH:20]=1.C1(P(C2C=CC=CC=2)C2C=CC=CC=2)C=CC=CC=1.C(=O)([O-])[O-].[Na+].[Na+]. The catalyst is C1COCC1.C([O-])(=O)C.[Pd+2].C([O-])(=O)C.O. The product is [CH3:18][O:17][C:4]1[CH:3]=[C:2]([C:19]2[CH:24]=[CH:23][CH:22]=[CH:21][CH:20]=2)[N:7]=[C:6]([N:8]2[CH:12]=[CH:11][C:10]([C:13]([F:16])([F:15])[F:14])=[N:9]2)[N:5]=1. The yield is 0.950.